Dataset: Full USPTO retrosynthesis dataset with 1.9M reactions from patents (1976-2016). Task: Predict the reactants needed to synthesize the given product. (1) Given the product [F:13][C:14]1[CH:19]=[CH:18][C:17]([N:20]2[CH2:26][CH2:25][CH2:24][CH:23]([C:27](=[N:2][OH:3])[NH2:28])[CH2:22][C:21]2=[O:29])=[CH:16][CH:15]=1, predict the reactants needed to synthesize it. The reactants are: Cl.[NH2:2][OH:3].CCN(C(C)C)C(C)C.[F:13][C:14]1[CH:19]=[CH:18][C:17]([N:20]2[CH2:26][CH2:25][CH2:24][CH:23]([C:27]#[N:28])[CH2:22][C:21]2=[O:29])=[CH:16][CH:15]=1. (2) Given the product [CH3:24][CH:23]([O:25][C:26]1[N:31]=[CH:30][C:29]([C:32]2[O:34][N:58]=[C:41]([C:42]3[CH:43]=[CH:44][CH:45]=[C:46]4[C:50]=3[NH:49][CH:48]=[C:47]4[CH2:51][CH2:52][C:53]([O:55][CH2:56][CH3:57])=[O:54])[N:40]=2)=[CH:28][C:27]=1[C:35]([F:38])([F:37])[F:36])[CH3:22], predict the reactants needed to synthesize it. The reactants are: CCN=C=NCCCN(C)C.C1C=CC2N(O)N=NC=2C=1.[CH3:22][CH:23]([O:25][C:26]1[N:31]=[CH:30][C:29]([C:32]([OH:34])=O)=[CH:28][C:27]=1[C:35]([F:38])([F:37])[F:36])[CH3:24].O[NH:40]/[C:41](=[N:58]\[H])/[C:42]1[CH:43]=[CH:44][CH:45]=[C:46]2[C:50]=1[NH:49][CH:48]=[C:47]2[CH2:51][CH2:52][C:53]([O:55][CH2:56][CH3:57])=[O:54].CCCC[N+](CCCC)(CCCC)CCCC.[F-]. (3) Given the product [Cl:1][C:2]1[C:14]([C:19]2[CH:18]=[C:17]([Cl:16])[CH:22]=[C:21]([Cl:23])[CH:20]=2)=[CH:13][C:5]2[NH:6][C:7]([C:9]([F:12])([F:11])[F:10])=[N:8][C:4]=2[CH:3]=1, predict the reactants needed to synthesize it. The reactants are: [Cl:1][C:2]1[C:14](I)=[CH:13][C:5]2[NH:6][C:7]([C:9]([F:12])([F:11])[F:10])=[N:8][C:4]=2[CH:3]=1.[Cl:16][C:17]1[CH:18]=[C:19](B(O)O)[CH:20]=[C:21]([Cl:23])[CH:22]=1.O1CCOCC1.[Na+].C(O[O-])=O.[Na+].C(O[O-])=O. (4) Given the product [CH:1]1([N:6]2[CH2:12][C:11]([F:13])([F:14])[C:10](=[O:15])[N:9]([CH3:16])[C:8]3[CH:17]=[N:18][C:19]([NH:21][C:22]4[CH:30]=[CH:29][C:25]([C:26]([NH:57][CH:58]5[CH2:63][CH2:62][N:61]([CH2:64][CH2:65][OH:66])[CH2:60][CH2:59]5)=[O:27])=[CH:24][C:23]=4[O:31][CH3:32])=[N:20][C:7]2=3)[CH2:5][CH2:4][CH2:3][CH2:2]1, predict the reactants needed to synthesize it. The reactants are: [CH:1]1([N:6]2[CH2:12][C:11]([F:14])([F:13])[C:10](=[O:15])[N:9]([CH3:16])[C:8]3[CH:17]=[N:18][C:19]([NH:21][C:22]4[CH:30]=[CH:29][C:25]([C:26](O)=[O:27])=[CH:24][C:23]=4[O:31][CH3:32])=[N:20][C:7]2=3)[CH2:5][CH2:4][CH2:3][CH2:2]1.CN(C(ON1N=NC2C=CC=NC1=2)=[N+](C)C)C.F[P-](F)(F)(F)(F)F.[NH2:57][CH:58]1[CH2:63][CH2:62][N:61]([CH2:64][CH2:65][OH:66])[CH2:60][CH2:59]1. (5) Given the product [ClH:5].[Cl:27][C:28]1[CH:34]=[CH:33][C:31]([NH:32][C:6]2[C:15]3[C:10](=[CH:11][C:12]([O:18][CH2:19][CH:20]4[CH2:25][CH2:24][N:23]([CH3:26])[CH2:22][CH2:21]4)=[C:13]([O:16][CH3:17])[CH:14]=3)[N:9]=[CH:8][N:7]=2)=[C:30]([F:35])[CH:29]=1, predict the reactants needed to synthesize it. The reactants are: Cl.C(O)C.[Cl:5][C:6]1[C:15]2[C:10](=[CH:11][C:12]([O:18][CH2:19][CH:20]3[CH2:25][CH2:24][N:23]([CH3:26])[CH2:22][CH2:21]3)=[C:13]([O:16][CH3:17])[CH:14]=2)[N:9]=[CH:8][N:7]=1.[Cl:27][C:28]1[CH:34]=[CH:33][C:31]([NH2:32])=[C:30]([F:35])[CH:29]=1. (6) Given the product [CH2:16]([NH:15][CH:11]1[CH2:10][C:9]2[CH:23]=[C:5]([C:3]([NH2:30])=[O:2])[CH:6]=[CH:7][C:8]=2[CH2:14][CH2:13][CH2:12]1)[C:17]1[CH:22]=[CH:21][CH:20]=[CH:19][CH:18]=1, predict the reactants needed to synthesize it. The reactants are: C[O:2][C:3]([C:5]1[CH:6]=[CH:7][C:8]2[CH2:14][CH2:13][CH2:12][CH:11]([NH:15][CH2:16][C:17]3[CH:22]=[CH:21][CH:20]=[CH:19][CH:18]=3)[CH2:10][C:9]=2[CH:23]=1)=O.C[O-].[Na+].O.C([NH2:30])=O.